Dataset: Full USPTO retrosynthesis dataset with 1.9M reactions from patents (1976-2016). Task: Predict the reactants needed to synthesize the given product. (1) Given the product [CH3:3][C:4]1([CH3:11])[CH2:9][CH2:8][C:7](=[O:10])[CH:6]([CH2:13][C:14](=[O:16])[CH3:15])[CH2:5]1, predict the reactants needed to synthesize it. The reactants are: [H-].[Na+].[CH3:3][C:4]1([CH3:11])[CH2:9][CH2:8][C:7](=[O:10])[CH2:6][CH2:5]1.Cl[CH2:13][C:14]([O:16]COC)=[CH2:15].S(=O)(=O)(O)O. (2) Given the product [C:36]1([N:29]2[C:30]([C:32]([OH:34])=[O:33])=[CH:31][C:27]([O:5][CH2:6][CH2:7][CH2:8][C:9]3[O:13][N:12]=[C:11]([C:14]4[CH:19]=[CH:18][C:17]([C:20]([F:23])([F:22])[F:21])=[CH:16][CH:15]=4)[CH:10]=3)=[N:28]2)[CH:41]=[CH:40][CH:39]=[CH:38][CH:37]=1, predict the reactants needed to synthesize it. The reactants are: CS([O:5][CH2:6][CH2:7][CH2:8][C:9]1[O:13][N:12]=[C:11]([C:14]2[CH:19]=[CH:18][C:17]([C:20]([F:23])([F:22])[F:21])=[CH:16][CH:15]=2)[CH:10]=1)(=O)=O.[I-].[Na+].O[C:27]1[CH:31]=[C:30]([C:32]([O:34]C)=[O:33])[N:29]([C:36]2[CH:41]=[CH:40][CH:39]=[CH:38][CH:37]=2)[N:28]=1.C(=O)([O-])[O-].[K+].[K+].Cl.